The task is: Predict the reactants needed to synthesize the given product.. This data is from Full USPTO retrosynthesis dataset with 1.9M reactions from patents (1976-2016). (1) Given the product [CH2:1]([O:3][C:4]([CH:6]1[CH2:11][CH2:10][C:9]([OH:12])([C:15]2[S:14][CH:18]=[CH:17][N:16]=2)[CH2:8][CH:7]1[CH3:13])=[O:5])[CH3:2], predict the reactants needed to synthesize it. The reactants are: [CH2:1]([O:3][C:4]([C@@H:6]1[CH2:11][CH2:10][C:9](=[O:12])[CH2:8][C@@H:7]1[CH3:13])=[O:5])[CH3:2].[S:14]1[CH:18]=[CH:17][N:16]=[CH:15]1.[Li]CCCC.CO. (2) Given the product [O:35]([CH2:2][C:3]1[CH:8]=[CH:7][C:6]([C:9]2[C:10]([NH:15][S:16]([C:19]3[CH:24]=[CH:23][CH:22]=[CH:21][C:20]=3[C:25]([F:28])([F:27])[F:26])(=[O:18])=[O:17])=[N:11][CH:12]=[CH:13][N:14]=2)=[CH:5][CH:4]=1)[C:29]1[CH:34]=[CH:33][CH:32]=[CH:31][CH:30]=1, predict the reactants needed to synthesize it. The reactants are: Cl[CH2:2][C:3]1[CH:8]=[CH:7][C:6]([C:9]2[C:10]([NH:15][S:16]([C:19]3[CH:24]=[CH:23][CH:22]=[CH:21][C:20]=3[C:25]([F:28])([F:27])[F:26])(=[O:18])=[O:17])=[N:11][CH:12]=[CH:13][N:14]=2)=[CH:5][CH:4]=1.[C:29]1([OH:35])[CH:34]=[CH:33][CH:32]=[CH:31][CH:30]=1. (3) The reactants are: [Br:1][C:2]1[CH:7]=[CH:6][C:5]([OH:8])=[CH:4][CH:3]=1.CC([O-])(C)C.[K+].Br[CH2:16][C:17]([CH:19]1[CH2:21][CH2:20]1)=[O:18].C([O-])([O-])=O.[K+].[K+]. Given the product [Br:1][C:2]1[CH:7]=[CH:6][C:5]([O:8][CH2:16][C:17]([CH:19]2[CH2:21][CH2:20]2)=[O:18])=[CH:4][CH:3]=1, predict the reactants needed to synthesize it. (4) Given the product [F:27][C:28]([F:34])([F:33])[CH2:29][C:30]([NH:20][CH2:19][CH2:18][CH:17]([C:13]1[CH:12]=[C:11]2[C:16](=[CH:15][CH:14]=1)[N:8]([C:5]1[CH:4]=[CH:3][C:2]([F:1])=[CH:7][CH:6]=1)[N:9]=[CH:10]2)[C:21]1[CH:22]=[CH:23][CH:24]=[CH:25][CH:26]=1)=[O:31], predict the reactants needed to synthesize it. The reactants are: [F:1][C:2]1[CH:7]=[CH:6][C:5]([N:8]2[C:16]3[C:11](=[CH:12][C:13]([CH:17]([C:21]4[CH:26]=[CH:25][CH:24]=[CH:23][CH:22]=4)[CH2:18][CH2:19][NH2:20])=[CH:14][CH:15]=3)[CH:10]=[N:9]2)=[CH:4][CH:3]=1.[F:27][C:28]([F:34])([F:33])[CH2:29][C:30](O)=[O:31]. (5) Given the product [F:23][C:12]([F:11])([F:22])[C:13]1[C:21]2[CH2:20][CH2:19][CH2:18][CH2:17][C:16]=2[N:15]([C:7]2[CH:8]=[CH:9][C:4]([C:2](=[O:3])[CH3:1])=[CH:5][CH:6]=2)[N:14]=1, predict the reactants needed to synthesize it. The reactants are: [CH3:1][C:2]([C:4]1[CH:9]=[CH:8][C:7](I)=[CH:6][CH:5]=1)=[O:3].[F:11][C:12]([F:23])([F:22])[C:13]1[C:21]2[CH2:20][CH2:19][CH2:18][CH2:17][C:16]=2[NH:15][N:14]=1. (6) Given the product [CH3:1][C:2]1[CH:7]=[CH:6][C:5]([NH:8][C:9]2[CH:14]=[CH:13][CH:12]=[CH:11][N:10]=2)=[CH:4][C:3]=1[O:15][CH2:23][CH:24]=[C:25]([CH3:27])[CH3:26], predict the reactants needed to synthesize it. The reactants are: [CH3:1][C:2]1[CH:7]=[CH:6][C:5]([NH:8][C:9]2[CH:14]=[CH:13][CH:12]=[CH:11][N:10]=2)=[CH:4][C:3]=1[OH:15].C([O-])([O-])=O.[Cs+].[Cs+].Br[CH2:23][CH:24]=[C:25]([CH3:27])[CH3:26]. (7) Given the product [OH:19][CH2:20][C:21]1[S:22][C:25]([C:26](=[O:28])[CH3:27])=[C:29]([CH3:30])[N:23]=1, predict the reactants needed to synthesize it. The reactants are: OCC#N.N1C=CC=CC=1.CCN(CC)CC.S.[OH:19][CH2:20][C:21]([NH2:23])=[S:22].Cl[CH:25]([C:29](=O)[CH3:30])[C:26](=[O:28])[CH3:27]. (8) Given the product [Cl:1][C:2]1[CH:7]=[C:6]([C:8]#[C:9][C:10]2[N:11]=[C:12]([CH3:23])[N:13]([C:15]3[CH:20]=[C:19]([F:21])[CH:18]=[C:17]([F:22])[CH:16]=3)[C:14]=2[CH3:24])[CH:5]=[CH:4][N:3]=1, predict the reactants needed to synthesize it. The reactants are: [Cl:1][C:2]1[CH:7]=[C:6]([C:8]#[C:9][C:10]2[N:11]=[C:12]([CH3:23])[N:13]([C:15]3[CH:20]=[C:19]([F:21])[CH:18]=[C:17]([F:22])[CH:16]=3)[CH:14]=2)[CH:5]=[CH:4][N:3]=1.[CH:24]([N-]C(C)C)(C)C.[Li+].IC.